From a dataset of Catalyst prediction with 721,799 reactions and 888 catalyst types from USPTO. Predict which catalyst facilitates the given reaction. (1) Reactant: [F:1][C:2]1[CH:3]=[C:4]([CH2:9][C:10]([NH:12][C@H:13]([C:15]([OH:17])=O)[CH3:14])=[O:11])[CH:5]=[C:6]([F:8])[CH:7]=1.Cl.[NH2:19][CH:20]([CH:26]1[CH2:31][CH2:30][CH2:29][CH2:28][CH2:27]1)[C:21]([O:23][CH2:24][CH3:25])=[O:22]. Product: [F:8][C:6]1[CH:5]=[C:4]([CH2:9][C:10]([NH:12][C@H:13]([C:15]([NH:19][CH:20]([CH:26]2[CH2:31][CH2:30][CH2:29][CH2:28][CH2:27]2)[C:21]([O:23][CH2:24][CH3:25])=[O:22])=[O:17])[CH3:14])=[O:11])[CH:3]=[C:2]([F:1])[CH:7]=1. The catalyst class is: 254. (2) Reactant: [Cl:1][C:2]1[CH:10]=[C:9]2[C:5]([CH:6]=[C:7](B(O)O)[N:8]2[C:11]([O:13][C:14]([CH3:17])([CH3:16])[CH3:15])=[O:12])=[CH:4][CH:3]=1.[OH:21][C:22]1[CH:23]=[N:24][CH:25]=[C:26](Br)[CH:27]=1.P([O-])([O-])([O-])=O.[K+].[K+].[K+].CN(C=O)C. Product: [C:14]([O:13][C:11]([N:8]1[C:9]2[C:5](=[CH:4][CH:3]=[C:2]([Cl:1])[CH:10]=2)[CH:6]=[C:7]1[C:26]1[CH:25]=[N:24][CH:23]=[C:22]([OH:21])[CH:27]=1)=[O:12])([CH3:17])([CH3:16])[CH3:15]. The catalyst class is: 535.